This data is from Forward reaction prediction with 1.9M reactions from USPTO patents (1976-2016). The task is: Predict the product of the given reaction. (1) Given the reactants [NH2:1][CH2:2][CH2:3][C:4]1[N:8]=[CH:7][NH:6][CH:5]=1.[OH-].[Na+].[CH:11](=O)[C:12]1[CH:17]=[CH:16][CH:15]=[CH:14][CH:13]=1.[ClH:19], predict the reaction product. The product is: [ClH:19].[ClH:19].[C:12]1([CH:11]2[C:5]3[N:6]=[CH:7][NH:8][C:4]=3[CH2:3][CH2:2][NH:1]2)[CH:17]=[CH:16][CH:15]=[CH:14][CH:13]=1. (2) Given the reactants [Si:1]([O:8][C@@H:9]1[C@@:30]2([CH3:31])[C:13](=[CH:14][CH:15]=[C:16]3[C@@H:29]2[CH2:28][CH2:27][C@@:26]2([CH3:32])[C@H:17]3[CH2:18][CH:19]=[C:20]2[C:21]([OH:25])([CH2:23][CH3:24])[CH3:22])[CH2:12][C@@H:11]([O:33][Si:34]([C:37]([CH3:40])([CH3:39])[CH3:38])([CH3:36])[CH3:35])[CH2:10]1)([C:4]([CH3:7])([CH3:6])[CH3:5])([CH3:3])[CH3:2].Br/[CH:42]=[CH:43]\[CH2:44][C:45]([O:48][Si:49]([CH2:54][CH3:55])([CH2:52][CH3:53])[CH2:50][CH3:51])([CH3:47])[CH3:46].[H-].[Na+].C1OCCOCCOCCOCCOC1, predict the reaction product. The product is: [Si:1]([O:8][C@@H:9]1[C@@:30]2([CH3:31])[C:13](=[CH:14][CH:15]=[C:16]3[C@@H:29]2[CH2:28][CH2:27][C@@:26]2([CH3:32])[C@H:17]3[CH2:18][CH:19]=[C:20]2[C:21]([O:25]/[CH:42]=[CH:43]\[CH2:44][C:45]([O:48][Si:49]([CH2:50][CH3:51])([CH2:52][CH3:53])[CH2:54][CH3:55])([CH3:46])[CH3:47])([CH2:23][CH3:24])[CH3:22])[CH2:12][C@@H:11]([O:33][Si:34]([C:37]([CH3:39])([CH3:38])[CH3:40])([CH3:35])[CH3:36])[CH2:10]1)([C:4]([CH3:7])([CH3:6])[CH3:5])([CH3:3])[CH3:2]. (3) Given the reactants [CH3:1][O:2][C:3]1[CH:4]=[CH:5][C:6]2[S:12][CH2:11][CH2:10][NH:9][CH2:8][C:7]=2[N:13]=1.[F:14][C:15]1[CH:24]=[C:23]([CH:25]=O)[CH:22]=[CH:21][C:16]=1[C:17]([O:19][CH3:20])=[O:18].C(O[BH-](OC(=O)C)OC(=O)C)(=O)C.[Na+], predict the reaction product. The product is: [F:14][C:15]1[CH:24]=[C:23]([CH2:25][N:9]2[CH2:8][C:7]3[N:13]=[C:3]([O:2][CH3:1])[CH:4]=[CH:5][C:6]=3[S:12][CH2:11][CH2:10]2)[CH:22]=[CH:21][C:16]=1[C:17]([O:19][CH3:20])=[O:18]. (4) The product is: [Si:16]([O:1][C:2]1[CH:10]=[C:9]2[C:5]([CH2:6][CH2:7][C:8]2=[O:11])=[CH:4][CH:3]=1)([C:12]([CH3:15])([CH3:14])[CH3:13])([C:24]1[CH:25]=[CH:26][CH:27]=[CH:28][CH:29]=1)[C:18]1[CH:23]=[CH:22][CH:21]=[CH:20][CH:19]=1. Given the reactants [OH:1][C:2]1[CH:10]=[C:9]2[C:5]([CH2:6][CH2:7][C:8]2=[O:11])=[CH:4][CH:3]=1.[C:12]([Si:16]([C:24]1[CH:29]=[CH:28][CH:27]=[CH:26][CH:25]=1)([C:18]1[CH:23]=[CH:22][CH:21]=[CH:20][CH:19]=1)Cl)([CH3:15])([CH3:14])[CH3:13].N1C=CN=C1, predict the reaction product.